From a dataset of Full USPTO retrosynthesis dataset with 1.9M reactions from patents (1976-2016). Predict the reactants needed to synthesize the given product. Given the product [Si:10]([O:17][CH2:18][C@@H:19]1[CH:24]=[C:23]([CH2:25][O:26][CH2:39][C:40]2[CH:45]=[CH:44][C:43]([O:46][CH3:47])=[CH:42][CH:41]=2)[C:22](=[O:27])[CH2:21][N:20]1[C:28]([O:30][C:31]([CH3:34])([CH3:33])[CH3:32])=[O:29])([C:13]([CH3:16])([CH3:15])[CH3:14])([CH3:12])[CH3:11], predict the reactants needed to synthesize it. The reactants are: N1(C([O-])=O)CCC=CC1.[Si:10]([O:17][CH2:18][C@@H:19]1[CH:24]=[C:23]([CH2:25][OH:26])[C:22](=[O:27])[CH2:21][N:20]1[C:28]([O:30][C:31]([CH3:34])([CH3:33])[CH3:32])=[O:29])([C:13]([CH3:16])([CH3:15])[CH3:14])([CH3:12])[CH3:11].ClC(Cl)(Cl)C(=N)O[CH2:39][C:40]1[CH:45]=[CH:44][C:43]([O:46][CH3:47])=[CH:42][CH:41]=1.C(S([O-])(=O)=O)(F)(F)F.C(S([O-])(=O)=O)(F)(F)F.C(S([O-])(=O)=O)(F)(F)F.[La+3].